This data is from Reaction yield outcomes from USPTO patents with 853,638 reactions. The task is: Predict the reaction yield, written as a fraction of the theoretical maximum amount of product (1.0 means a 100% yield; for example, 0.34 means a 34% yield). (1) The reactants are Cl[C:2]1[CH:3]=[CH:4][N:5]2[C:10]([C:11]=1[CH3:12])=[C:9]([CH:13]1[CH2:15][CH2:14]1)[CH:8]=[C:7]([C:16]([O:18][CH3:19])=[O:17])[C:6]2=[O:20].CC1(C)C(C)(C)OB([C:29]2[CH:35]=[CH:34][C:32]([NH2:33])=[CH:31][CH:30]=2)O1. No catalyst specified. The product is [NH2:33][C:32]1[CH:34]=[CH:35][C:29]([C:2]2[CH:3]=[CH:4][N:5]3[C:10]([C:11]=2[CH3:12])=[C:9]([CH:13]2[CH2:15][CH2:14]2)[CH:8]=[C:7]([C:16]([O:18][CH3:19])=[O:17])[C:6]3=[O:20])=[CH:30][CH:31]=1. The yield is 0.140. (2) The reactants are [C:1]([O:5][C:6]([C:8]1[CH:16]=[CH:15][C:14]([C:17]([OH:19])=O)=[C:13]2[C:9]=1[CH:10]=[CH:11][NH:12]2)=[O:7])([CH3:4])([CH3:3])[CH3:2].C[N:21](C(ON1N=NC2C=CC=NC1=2)=[N+](C)C)C.F[P-](F)(F)(F)(F)F.CN1CCOCC1.N.CO. The catalyst is CN(C)C=O.C(OCC)(=O)C. The product is [C:17]([C:14]1[C:13]2[NH:12][CH:11]=[CH:10][C:9]=2[C:8]([C:6]([O:5][C:1]([CH3:4])([CH3:3])[CH3:2])=[O:7])=[CH:16][CH:15]=1)(=[O:19])[NH2:21]. The yield is 0.500. (3) The reactants are [H-].[Na+].Cl.[Cl:4][C:5]1[N:10]=[CH:9][C:8]([OH:11])=[C:7]([I:12])[CH:6]=1.[CH3:13]I. The catalyst is CN(C)C=O. The product is [Cl:4][C:5]1[CH:6]=[C:7]([I:12])[C:8]([O:11][CH3:13])=[CH:9][N:10]=1. The yield is 0.830. (4) The reactants are [P:1]([O:13][CH2:14][CH2:15][N:16]([CH2:18][CH2:19][C@@H:20]([NH:29][C:30]1[CH:35]=[CH:34][C:33]([S:36](=[O:68])(=[O:67])[NH:37][C:38](=[O:66])[C:39]2[CH:44]=[CH:43][C:42]([N:45]3[CH2:50][CH2:49][CH:48]([C@H:51]([C:53]4[CH:58]=[CH:57][CH:56]=[CH:55][C:54]=4[C:59]4[CH:64]=[CH:63][C:62]([Cl:65])=[CH:61][CH:60]=4)[OH:52])[CH2:47][CH2:46]3)=[CH:41][CH:40]=2)=[CH:32][C:31]=1[S:69]([C:72]([F:75])([F:74])[F:73])(=[O:71])=[O:70])[CH2:21][S:22][C:23]1[CH:28]=[CH:27][CH:26]=[CH:25][CH:24]=1)[CH3:17])([O:8]C(C)(C)C)([O:3]C(C)(C)C)=[O:2].Cl. The catalyst is C(Cl)Cl.CO. The product is [ClH:65].[P:1]([OH:8])([OH:3])([O:13][CH2:14][CH2:15][N:16]([CH2:18][CH2:19][C@@H:20]([NH:29][C:30]1[CH:35]=[CH:34][C:33]([S:36](=[O:68])(=[O:67])[NH:37][C:38](=[O:66])[C:39]2[CH:40]=[CH:41][C:42]([N:45]3[CH2:50][CH2:49][CH:48]([C@H:51]([C:53]4[CH:58]=[CH:57][CH:56]=[CH:55][C:54]=4[C:59]4[CH:60]=[CH:61][C:62]([Cl:65])=[CH:63][CH:64]=4)[OH:52])[CH2:47][CH2:46]3)=[CH:43][CH:44]=2)=[CH:32][C:31]=1[S:69]([C:72]([F:73])([F:75])[F:74])(=[O:70])=[O:71])[CH2:21][S:22][C:23]1[CH:28]=[CH:27][CH:26]=[CH:25][CH:24]=1)[CH3:17])=[O:2]. The yield is 0.950. (5) The reactants are [CH3:1][C:2]([O:5][C:6]([N:8]1[C@@H:15]([C:16]2[CH:21]=[CH:20][C:19]([O:22][CH2:23][C:24]3[CH:29]=[CH:28][CH:27]=[CH:26][CH:25]=3)=[CH:18][CH:17]=2)[CH2:14][CH2:13][C@H:9]1[C:10](O)=[O:11])=[O:7])([CH3:4])[CH3:3].CC[N:32](C(C)C)C(C)C.CN(C(ON1N=NC2C=CC=CC1=2)=[N+](C)C)C.[B-](F)(F)(F)F.C[Si](C)(C)N[Si](C)(C)C.C([O-])(O)=O.[Na+]. The catalyst is CN(C=O)C.O. The product is [NH2:32][C:10]([C@@H:9]1[CH2:13][CH2:14][C@H:15]([C:16]2[CH:21]=[CH:20][C:19]([O:22][CH2:23][C:24]3[CH:29]=[CH:28][CH:27]=[CH:26][CH:25]=3)=[CH:18][CH:17]=2)[N:8]1[C:6]([O:5][C:2]([CH3:4])([CH3:3])[CH3:1])=[O:7])=[O:11]. The yield is 0.870.